This data is from Forward reaction prediction with 1.9M reactions from USPTO patents (1976-2016). The task is: Predict the product of the given reaction. (1) The product is: [F:21][C:22]1[CH:27]=[C:26]([F:28])[CH:25]=[CH:24][C:23]=1[C:2]1[N:7]=[C:6]([N:8]2[CH2:13][CH2:12][N:11]([C:14]([O:16][C:17]([CH3:20])([CH3:19])[CH3:18])=[O:15])[CH2:10][CH2:9]2)[CH:5]=[CH:4][N:3]=1. Given the reactants Cl[C:2]1[N:7]=[C:6]([N:8]2[CH2:13][CH2:12][N:11]([C:14]([O:16][C:17]([CH3:20])([CH3:19])[CH3:18])=[O:15])[CH2:10][CH2:9]2)[CH:5]=[CH:4][N:3]=1.[F:21][C:22]1[CH:27]=[C:26]([F:28])[CH:25]=[CH:24][C:23]=1OB(O)O.O, predict the reaction product. (2) The product is: [CH:1]12[CH2:10][CH:5]3[CH2:6][CH:7]([CH2:9][CH:3]([CH2:4]3)[CH:2]1[NH:11][C:12]([C:14]1[CH:15]=[N:16][N:17]([C:23]3[CH:32]=[CH:31][C:26]([C:27]([OH:29])=[O:28])=[CH:25][CH:24]=3)[C:18]=1[S:19][CH2:20][CH2:21][CH3:22])=[O:13])[CH2:8]2. Given the reactants [CH:1]12[CH2:10][CH:5]3[CH2:6][CH:7]([CH2:9][CH:3]([CH2:4]3)[CH:2]1[NH:11][C:12]([C:14]1[CH:15]=[N:16][N:17]([C:23]3[CH:32]=[CH:31][C:26]([C:27]([O:29]C)=[O:28])=[CH:25][CH:24]=3)[C:18]=1[S:19][CH2:20][CH2:21][CH3:22])=[O:13])[CH2:8]2.[OH-].[Na+], predict the reaction product. (3) Given the reactants [CH3:1][N:2]1[CH:6]=[C:5]([C:7]2[S:11][C:10]([S:12]([N:15]3[CH:19]=[CH:18][C:17](/[CH:20]=[CH:21]/[C:22]([NH:24]OC4CCCCO4)=[O:23])=[CH:16]3)(=[O:14])=[O:13])=[CH:9][CH:8]=2)[CH:4]=[N:3]1.C[OH:33], predict the reaction product. The product is: [OH:33]/[C:21](=[CH:20]/[C:17]1[CH:18]=[CH:19][N:15]([S:12]([C:10]2[S:11][C:7]([C:5]3[CH:4]=[N:3][N:2]([CH3:1])[CH:6]=3)=[CH:8][CH:9]=2)(=[O:14])=[O:13])[CH:16]=1)/[C:22]([NH2:24])=[O:23]. (4) Given the reactants [NH2:1][C:2]1[C:7]([F:8])=[CH:6][N:5]([CH2:9][CH:10]2[CH2:12][CH2:11]2)[C:4](=[O:13])[N:3]=1.[Cl:14][C:15]1[CH:20]=[CH:19][CH:18]=[CH:17][C:16]=1[N:21]=[C:22]=[O:23], predict the reaction product. The product is: [Cl:14][C:15]1[CH:20]=[CH:19][CH:18]=[CH:17][C:16]=1[NH:21][C:22]([NH:1][C:2]1[C:7]([F:8])=[CH:6][N:5]([CH2:9][CH:10]2[CH2:12][CH2:11]2)[C:4](=[O:13])[N:3]=1)=[O:23]. (5) Given the reactants [Br:1][C:2]1[N:7]=[CH:6][C:5]([CH2:8][CH2:9][NH:10][CH2:11][CH2:12][O:13][CH3:14])=[CH:4][CH:3]=1.[C:15](O[C:15]([O:17][C:18]([CH3:21])([CH3:20])[CH3:19])=[O:16])([O:17][C:18]([CH3:21])([CH3:20])[CH3:19])=[O:16], predict the reaction product. The product is: [Br:1][C:2]1[N:7]=[CH:6][C:5]([CH2:8][CH2:9][N:10]([CH2:11][CH2:12][O:13][CH3:14])[C:15](=[O:16])[O:17][C:18]([CH3:21])([CH3:20])[CH3:19])=[CH:4][CH:3]=1. (6) Given the reactants Cl.[O:2]=[C:3]1[CH2:11][C:10]2[C:5](=C[CH:7]=[C:8](/[CH:12]=[CH:13]/[C:14]([OH:16])=O)[CH:9]=2)[NH:4]1.O.OC1C2N=N[NH:24]C=2C=CC=1.C(N(C(C)C)CC)(C)C.[CH3:37][C:38]1[NH:39][C:40]2[C:45]([C:46]=1[CH2:47][NH:48][CH3:49])=[CH:44][CH:43]=[CH:42][CH:41]=2.C(Cl)CCl, predict the reaction product. The product is: [CH3:49][N:48]([CH2:47][C:46]1[C:45]2[C:40](=[CH:41][CH:42]=[CH:43][CH:44]=2)[NH:39][C:38]=1[CH3:37])[C:14](=[O:16])/[CH:13]=[CH:12]/[C:8]1[CH:9]=[C:10]2[CH2:11][C:3](=[O:2])[NH:4][C:5]2=[N:24][CH:7]=1. (7) The product is: [C:21]1([C:27]2[N:31]=[C:30]([N:32]3[CH2:37][CH2:36][N:35]([C:13]([NH:12][C:9]4[CH:8]=[CH:7][C:6]([NH:5][C:1](=[O:4])[CH2:2][CH3:3])=[CH:11][CH:10]=4)=[O:20])[CH2:34][CH2:33]3)[S:29][N:28]=2)[CH:22]=[CH:23][CH:24]=[CH:25][CH:26]=1. Given the reactants [C:1]([NH:5][C:6]1[CH:11]=[CH:10][C:9]([NH:12][C:13](=[O:20])OCC(Cl)(Cl)Cl)=[CH:8][CH:7]=1)(=[O:4])[CH2:2][CH3:3].[C:21]1([C:27]2[N:31]=[C:30]([N:32]3[CH2:37][CH2:36][NH:35][CH2:34][CH2:33]3)[S:29][N:28]=2)[CH:26]=[CH:25][CH:24]=[CH:23][CH:22]=1.C(N(C(C)C)CC)(C)C.CS(C)=O, predict the reaction product.